Task: Predict the product of the given reaction.. Dataset: Forward reaction prediction with 1.9M reactions from USPTO patents (1976-2016) (1) The product is: [C:17]([O:16][C:14](=[O:15])[NH:6][CH2:5][CH2:4][CH2:3][Br:2])([CH3:20])([CH3:19])[CH3:18]. Given the reactants Br.[Br:2][CH2:3][CH2:4][CH2:5][NH2:6].C(N(CC)CC)C.[C:14](O[C:14]([O:16][C:17]([CH3:20])([CH3:19])[CH3:18])=[O:15])([O:16][C:17]([CH3:20])([CH3:19])[CH3:18])=[O:15], predict the reaction product. (2) Given the reactants Cl.[NH2:2][OH:3].[Cl:4][C:5]1[CH:6]=[C:7]([C:12]2([C:26]([F:29])([F:28])[F:27])[O:16][N:15]=[C:14]([C:17]3[CH:24]=[CH:23][C:20]([C:21]#[N:22])=[C:19]([CH3:25])[CH:18]=3)[CH2:13]2)[CH:8]=[C:9]([Cl:11])[CH:10]=1.C(N(CC)CC)C, predict the reaction product. The product is: [Cl:4][C:5]1[CH:6]=[C:7]([C:12]2([C:26]([F:27])([F:29])[F:28])[O:16][N:15]=[C:14]([C:17]3[CH:24]=[CH:23][C:20]([C:21]([NH:2][OH:3])=[NH:22])=[C:19]([CH3:25])[CH:18]=3)[CH2:13]2)[CH:8]=[C:9]([Cl:11])[CH:10]=1. (3) Given the reactants [CH3:1][O:2][C:3](=[O:13])[C:4]1[CH:9]=[C:8]([OH:10])[C:7]([OH:11])=[C:6]([OH:12])[CH:5]=1.[CH3:14]OS(OC)(=O)=O.[OH-].[Na+], predict the reaction product. The product is: [OH:12][C:6]1[CH:5]=[C:4]([CH:9]=[C:8]([O:10][CH3:14])[C:7]=1[OH:11])[C:3]([O:2][CH3:1])=[O:13]. (4) Given the reactants [Cl-].O[NH3+:3].[C:4](=[O:7])([O-])[OH:5].[Na+].CS(C)=O.[F:13][C:14]1[CH:15]=[C:16]([C:48]2[C:49]([C:54]#[N:55])=[CH:50][CH:51]=[CH:52][CH:53]=2)[CH:17]=[CH:18][C:19]=1[CH2:20][C:21]1[C:22](=[O:47])[N:23]([C@H:33]2[CH2:38][CH2:37][C@H:36]([O:39][CH:40]3[C:44]([OH:46])([CH3:45])[CH2:43][O:42][CH2:41]3)[CH2:35][CH2:34]2)[C:24]2[N:25]([N:30]=[CH:31][N:32]=2)[C:26]=1[CH2:27][CH2:28][CH3:29], predict the reaction product. The product is: [F:13][C:14]1[CH:15]=[C:16]([C:48]2[CH:53]=[CH:52][CH:51]=[CH:50][C:49]=2[C:54]2[NH:3][C:4](=[O:7])[O:5][N:55]=2)[CH:17]=[CH:18][C:19]=1[CH2:20][C:21]1[C:22](=[O:47])[N:23]([C@H:33]2[CH2:34][CH2:35][C@H:36]([O:39][CH:40]3[C:44]([OH:46])([CH3:45])[CH2:43][O:42][CH2:41]3)[CH2:37][CH2:38]2)[C:24]2[N:25]([N:30]=[CH:31][N:32]=2)[C:26]=1[CH2:27][CH2:28][CH3:29]. (5) The product is: [O:1]1[C:5]2[CH:6]=[CH:7][C:8]([C:10]3([C:13]([NH:15][C:16]4[CH:25]=[CH:24][C:19]([CH2:20][OH:21])=[C:18]([Br:26])[CH:17]=4)=[O:14])[CH2:12][CH2:11]3)=[CH:9][C:4]=2[O:3][CH2:2]1. Given the reactants [O:1]1[C:5]2[CH:6]=[CH:7][C:8]([C:10]3([C:13]([NH:15][C:16]4[CH:25]=[CH:24][C:19]([C:20](OC)=[O:21])=[C:18]([Br:26])[CH:17]=4)=[O:14])[CH2:12][CH2:11]3)=[CH:9][C:4]=2[O:3][CH2:2]1.[Li+].[BH4-], predict the reaction product. (6) Given the reactants [NH2:1][C@@H:2]1[CH2:7][CH2:6][C@H:5]([N:8]2[C:13](=[O:14])[C:12]3[CH:15]=[C:16]([F:19])[CH:17]=[N:18][C:11]=3[N:10]([C:20]3[CH:21]=[C:22]([C:26]4[CH:31]=[CH:30][C:29]([CH2:32][N:33]5[CH2:38][CH2:37][N:36]([CH:39]([CH3:41])[CH3:40])[CH2:35][CH2:34]5)=[CH:28][CH:27]=4)[CH:23]=[CH:24][CH:25]=3)[C:9]2=[O:42])[CH2:4][CH2:3]1.[C:43]([O:46][C:47]1[CH:52]=[C:51]([CH:53]=O)[CH:50]=[CH:49][C:48]=1[O:55][CH3:56])(=[O:45])[CH3:44].C(O[BH-](OC(=O)C)OC(=O)C)(=O)C.[Na+].C(=O)(O)[O-].[Na+], predict the reaction product. The product is: [C:43]([O:46][C:47]1[CH:52]=[C:51]([CH2:53][NH:1][C@H:2]2[CH2:7][CH2:6][C@@H:5]([N:8]3[C:13](=[O:14])[C:12]4[CH:15]=[C:16]([F:19])[CH:17]=[N:18][C:11]=4[N:10]([C:20]4[CH:21]=[C:22]([C:26]5[CH:27]=[CH:28][C:29]([CH2:32][N:33]6[CH2:38][CH2:37][N:36]([CH:39]([CH3:40])[CH3:41])[CH2:35][CH2:34]6)=[CH:30][CH:31]=5)[CH:23]=[CH:24][CH:25]=4)[C:9]3=[O:42])[CH2:4][CH2:3]2)[CH:50]=[CH:49][C:48]=1[O:55][CH3:56])(=[O:45])[CH3:44].